This data is from Reaction yield outcomes from USPTO patents with 853,638 reactions. The task is: Predict the reaction yield, written as a fraction of the theoretical maximum amount of product (1.0 means a 100% yield; for example, 0.34 means a 34% yield). (1) The reactants are Br[CH:2]1[CH2:7][N:6]([CH2:8][CH2:9][N:10]([CH2:13][CH3:14])[CH2:11][CH3:12])[C:5](=[O:15])[C:4]2[C:16]([CH3:31])=[C:17]([CH:19]=[C:20]3[C:28]4[C:23](=[CH:24][CH:25]=[C:26]([F:29])[CH:27]=4)[NH:22][C:21]3=[O:30])[NH:18][C:3]1=2.BrCC1C2C(=[O:50])N(CCN(CC)CC)CCC=2NC=1C=C1C2C(=CC=C(F)C=2)NC1=O.C(=O)([O-])[O-].[K+].[K+].O. The yield is 0.720. The product is [CH2:13]([N:10]([CH2:11][CH3:12])[CH2:9][CH2:8][N:6]1[CH2:7][CH2:2][C:3]2[NH:18][C:17]([CH:19]=[C:20]3[C:28]4[C:23](=[CH:24][CH:25]=[C:26]([F:29])[CH:27]=4)[NH:22][C:21]3=[O:30])=[C:16]([CH2:31][OH:50])[C:4]=2[C:5]1=[O:15])[CH3:14]. The catalyst is CO. (2) The reactants are [Cl:1][C:2]1[C:3]([NH:8][C@@H:9]2[CH2:14][CH2:13][CH2:12][N:11]([C:15]([O:17][C:18]([CH3:21])([CH3:20])[CH3:19])=[O:16])[CH2:10]2)=[N:4][CH:5]=[CH:6][CH:7]=1.[CH3:22][C:23]1[CH:24]=[C:25]2[N:31]=[N:30][N:29]([C:32]3[CH:33]=[CH:34][C:35]([C:38](O)=[O:39])=[N:36][CH:37]=3)[C:26]2=[N:27][CH:28]=1. No catalyst specified. The product is [Cl:1][C:2]1[C:3]([N:8]([C:38]([C:35]2[CH:34]=[CH:33][C:32]([N:29]3[C:26]4=[N:27][CH:28]=[C:23]([CH3:22])[CH:24]=[C:25]4[N:31]=[N:30]3)=[CH:37][N:36]=2)=[O:39])[C@@H:9]2[CH2:14][CH2:13][CH2:12][N:11]([C:15]([O:17][C:18]([CH3:21])([CH3:20])[CH3:19])=[O:16])[CH2:10]2)=[N:4][CH:5]=[CH:6][CH:7]=1. The yield is 0.430. (3) The reactants are [Br:1][C:2]1[CH:7]=[CH:6][C:5]([C@@H:8]([NH2:10])[CH3:9])=[CH:4][CH:3]=1.[C:11](O[C:11]([O:13][C:14]([CH3:17])([CH3:16])[CH3:15])=[O:12])([O:13][C:14]([CH3:17])([CH3:16])[CH3:15])=[O:12]. The catalyst is ClCCl. The product is [Br:1][C:2]1[CH:7]=[CH:6][C:5]([C@@H:8]([NH:10][C:11](=[O:12])[O:13][C:14]([CH3:17])([CH3:16])[CH3:15])[CH3:9])=[CH:4][CH:3]=1. The yield is 1.00. (4) The reactants are Br[C:2]1[CH:3]=[C:4]([C:8]2([C:14]3[CH:19]=[CH:18][C:17]([O:20][CH:21]([F:23])[F:22])=[C:16]([CH3:24])[CH:15]=3)[CH2:12][O:11][C:10]([NH2:13])=[N:9]2)[CH:5]=[CH:6][CH:7]=1.[B:25]1([B:25]2[O:29][C:28]([CH3:31])([CH3:30])[C:27]([CH3:33])([CH3:32])[O:26]2)[O:29][C:28]([CH3:31])([CH3:30])[C:27]([CH3:33])([CH3:32])[O:26]1.C([O-])(=O)C.[K+].O. The catalyst is CS(C)=O. The product is [F:22][CH:21]([F:23])[O:20][C:17]1[CH:18]=[CH:19][C:14]([C:8]2([C:4]3[CH:5]=[CH:6][CH:7]=[C:2]([B:25]4[O:29][C:28]([CH3:31])([CH3:30])[C:27]([CH3:33])([CH3:32])[O:26]4)[CH:3]=3)[CH2:12][O:11][C:10]([NH2:13])=[N:9]2)=[CH:15][C:16]=1[CH3:24]. The yield is 0.200. (5) The reactants are [CH2:1]([C:5]1[N:6]=[C:7]([CH3:27])[NH:8][C:9](=[O:26])[C:10]=1[CH2:11][C:12]1[CH:17]=[CH:16][C:15]([C:18]2[C:19]([C:24]#[N:25])=[CH:20][CH:21]=[CH:22][CH:23]=2)=[CH:14][CH:13]=1)[CH2:2][CH2:3][CH3:4].[H-].[Na+].CN(C)C=O.Br[CH2:36][C:37]1[CH:42]=[CH:41][CH:40]=[CH:39][CH:38]=1. The catalyst is C(OCC)(=O)C. The product is [CH2:36]([N:8]1[C:9](=[O:26])[C:10]([CH2:11][C:12]2[CH:17]=[CH:16][C:15]([C:18]3[C:19]([C:24]#[N:25])=[CH:20][CH:21]=[CH:22][CH:23]=3)=[CH:14][CH:13]=2)=[C:5]([CH2:1][CH2:2][CH2:3][CH3:4])[N:6]=[C:7]1[CH3:27])[C:37]1[CH:42]=[CH:41][CH:40]=[CH:39][CH:38]=1. The yield is 0.510. (6) The reactants are [CH3:1][O:2][C:3]1[N:8]=[CH:7][C:6]([N:9]2[C:13]([C:14]3[CH:19]=[N:18][C:17]([CH3:20])=[CH:16][N:15]=3)=[CH:12][C:11]([C:21]([OH:23])=O)=[N:10]2)=[CH:5][CH:4]=1.Cl.[CH3:25][NH:26][CH3:27]. No catalyst specified. The product is [CH3:25][N:26]([CH3:27])[C:21]([C:11]1[CH:12]=[C:13]([C:14]2[CH:19]=[N:18][C:17]([CH3:20])=[CH:16][N:15]=2)[N:9]([C:6]2[CH:7]=[N:8][C:3]([O:2][CH3:1])=[CH:4][CH:5]=2)[N:10]=1)=[O:23]. The yield is 0.370. (7) The reactants are [Cl:1][C:2]1[CH:10]=[CH:9][C:8]([S:11](=[O:15])(=[O:14])[NH:12][CH3:13])=[CH:7][C:3]=1[C:4]([OH:6])=[O:5].Cl[C:17]1C=CC(S(O)=O)=CC=1C(O)=O.C(N)C. No catalyst specified. The product is [Cl:1][C:2]1[CH:10]=[CH:9][C:8]([S:11](=[O:15])(=[O:14])[NH:12][CH2:13][CH3:17])=[CH:7][C:3]=1[C:4]([OH:6])=[O:5]. The yield is 0.780. (8) The reactants are [CH:1]1([N:6]2[CH:10]=[C:9]([OH:11])[CH:8]=[N:7]2)[CH2:5][CH2:4][CH2:3][CH2:2]1.Cl[C:13]1[N:14]=[C:15]([OH:23])[C:16]2[CH:22]=[CH:21][N:20]=[CH:19][C:17]=2[N:18]=1. No catalyst specified. The product is [CH:1]1([N:6]2[CH:10]=[C:9]([O:11][C:13]3[N:14]=[C:15]([OH:23])[C:16]4[CH:22]=[CH:21][N:20]=[CH:19][C:17]=4[N:18]=3)[CH:8]=[N:7]2)[CH2:2][CH2:3][CH2:4][CH2:5]1. The yield is 0.230. (9) The catalyst is CN(C1C=CN=CC=1)C. The yield is 1.00. The product is [Si:1]([O:8][C@@H:9]([C:25]1[CH:30]=[CH:29][CH:28]=[CH:27][C:26]=1[C:31]1[CH:36]=[CH:35][C:34]([Cl:37])=[CH:33][CH:32]=1)[CH:10]1[CH2:15][CH2:14][N:13]([C:16]2[CH:24]=[CH:23][C:19]([C:20]([NH:85][S:82]([C:79]3[CH:80]=[CH:81][C:76]([NH:75][C@H:66]([CH2:65][CH2:64][N:61]4[CH2:62][CH2:63][N:58]([CH2:57][CH2:56][O:55][Si:38]([C:51]([CH3:52])([CH3:53])[CH3:54])([C:45]5[CH:46]=[CH:47][CH:48]=[CH:49][CH:50]=5)[C:39]5[CH:44]=[CH:43][CH:42]=[CH:41][CH:40]=5)[CH2:59][CH2:60]4)[CH2:67][S:68][C:69]4[CH:74]=[CH:73][CH:72]=[CH:71][CH:70]=4)=[C:77]([S:86]([C:89]([F:90])([F:92])[F:91])(=[O:87])=[O:88])[CH:78]=3)(=[O:83])=[O:84])=[O:21])=[CH:18][CH:17]=2)[CH2:12][CH2:11]1)([C:4]([CH3:7])([CH3:6])[CH3:5])([CH3:3])[CH3:2]. The reactants are [Si:1]([O:8][C@@H:9]([C:25]1[CH:30]=[CH:29][CH:28]=[CH:27][C:26]=1[C:31]1[CH:36]=[CH:35][C:34]([Cl:37])=[CH:33][CH:32]=1)[CH:10]1[CH2:15][CH2:14][N:13]([C:16]2[CH:24]=[CH:23][C:19]([C:20](O)=[O:21])=[CH:18][CH:17]=2)[CH2:12][CH2:11]1)([C:4]([CH3:7])([CH3:6])[CH3:5])([CH3:3])[CH3:2].[Si:38]([O:55][CH2:56][CH2:57][N:58]1[CH2:63][CH2:62][N:61]([CH2:64][CH2:65][C@@H:66]([NH:75][C:76]2[CH:81]=[CH:80][C:79]([S:82]([NH2:85])(=[O:84])=[O:83])=[CH:78][C:77]=2[S:86]([C:89]([F:92])([F:91])[F:90])(=[O:88])=[O:87])[CH2:67][S:68][C:69]2[CH:74]=[CH:73][CH:72]=[CH:71][CH:70]=2)[CH2:60][CH2:59]1)([C:51]([CH3:54])([CH3:53])[CH3:52])([C:45]1[CH:50]=[CH:49][CH:48]=[CH:47][CH:46]=1)[C:39]1[CH:44]=[CH:43][CH:42]=[CH:41][CH:40]=1.C(Cl)CCl.